Dataset: Forward reaction prediction with 1.9M reactions from USPTO patents (1976-2016). Task: Predict the product of the given reaction. (1) Given the reactants [NH2:1][CH2:2][CH2:3][C:4]1[CH:9]=[CH:8][C:7]([NH:10][C:11]2[CH:19]=[CH:18][C:14]([C:15]([NH2:17])=[O:16])=[CH:13][N:12]=2)=[CH:6][CH:5]=1.[CH:20](=O)[C:21]1[CH:26]=[CH:25][CH:24]=[CH:23][CH:22]=1, predict the reaction product. The product is: [CH2:20]([NH:1][CH2:2][CH2:3][C:4]1[CH:5]=[CH:6][C:7]([NH:10][C:11]2[CH:19]=[CH:18][C:14]([C:15]([NH2:17])=[O:16])=[CH:13][N:12]=2)=[CH:8][CH:9]=1)[C:21]1[CH:26]=[CH:25][CH:24]=[CH:23][CH:22]=1. (2) Given the reactants [Cl-].[Li+].[Si:3]([O:10][C@H:11]([CH3:21])[C:12](=[O:20])[CH2:13]P(=O)(OC)OC)([C:6]([CH3:9])([CH3:8])[CH3:7])([CH3:5])[CH3:4].C(N(C(C)C)C(C)C)C.[CH:31](=O)[CH2:32][CH2:33][CH2:34][CH3:35], predict the reaction product. The product is: [Si:3]([O:10][C@@H:11]([C:12](=[O:20])/[CH:13]=[CH:31]/[CH2:32][CH2:33][CH2:34][CH3:35])[CH3:21])([C:6]([CH3:9])([CH3:8])[CH3:7])([CH3:5])[CH3:4]. (3) Given the reactants [Cl:1][C:2]1[CH:30]=[CH:29][C:5]([CH2:6][NH:7][C:8]([C:10]2[CH:11]=[N:12][C:13]3[C:18]([C:19]=2[OH:20])=[CH:17][C:16]([CH2:21][N:22]2[CH2:27][CH2:26][O:25][CH2:24][CH2:23]2)=[CH:15][C:14]=3[F:28])=[O:9])=[CH:4][CH:3]=1.CN(C)C=O.C(=O)([O-])[O-].[K+].[K+].Br[CH2:43][C:44]([O:46][CH3:47])=[O:45], predict the reaction product. The product is: [Cl:1][C:2]1[CH:30]=[CH:29][C:5]([CH2:6][NH:7][C:8]([C:10]2[C:19](=[O:20])[C:18]3[C:13](=[C:14]([F:28])[CH:15]=[C:16]([CH2:21][N:22]4[CH2:27][CH2:26][O:25][CH2:24][CH2:23]4)[CH:17]=3)[N:12]([CH2:43][C:44]([O:46][CH3:47])=[O:45])[CH:11]=2)=[O:9])=[CH:4][CH:3]=1. (4) The product is: [CH2:29]([C:10]1[C:11](=[O:28])[N:12]([CH:15]2[CH2:16][CH2:17][N:18]([C:21]([O:23][C:24]([CH3:27])([CH3:26])[CH3:25])=[O:22])[CH2:19][CH2:20]2)[CH:13]=[CH:14][C:9]=1[OH:8])[CH3:30]. Given the reactants C([O:8][C:9]1[CH:14]=[CH:13][N:12]([CH:15]2[CH2:20][CH2:19][N:18]([C:21]([O:23][C:24]([CH3:27])([CH3:26])[CH3:25])=[O:22])[CH2:17][CH2:16]2)[C:11](=[O:28])[C:10]=1[CH:29]=[CH2:30])C1C=CC=CC=1.[H][H], predict the reaction product. (5) Given the reactants [OH-].[Na+].Cl.ClCC[NH2:7].F[C:9]1[CH:17]=[CH:16][C:12]([C:13](Cl)=[O:14])=[CH:11][CH:10]=1, predict the reaction product. The product is: [C:13]([NH2:7])(=[O:14])[C:12]1[CH:16]=[CH:17][CH:9]=[CH:10][CH:11]=1. (6) Given the reactants [NH4+:1].[OH-].O.[Br:4][C:5]1[C:6]([O:19][CH3:20])=[C:7]([O:17][CH3:18])[CH:8]=[C:9]2[C:14]=1[N:13]=[C:12]([Cl:15])[N:11]=[C:10]2Cl, predict the reaction product. The product is: [Br:4][C:5]1[C:6]([O:19][CH3:20])=[C:7]([O:17][CH3:18])[CH:8]=[C:9]2[C:14]=1[N:13]=[C:12]([Cl:15])[N:11]=[C:10]2[NH2:1]. (7) Given the reactants [CH3:1][N:2]1[C:7](=[O:8])[C:6]([C:9]2[N:13]([C:14]3[CH:21]=[CH:20][C:17]([C:18]#[N:19])=[CH:16][CH:15]=3)[N:12]=[CH:11][CH:10]=2)=[C:5]([CH3:22])[N:4]([C:23]2[CH:28]=[CH:27][CH:26]=[C:25]([C:29]([F:32])([F:31])[F:30])[CH:24]=2)[C:3]1=[O:33].[Cl-:34].[Li+].[N+]([O-])(O)=O.[N+]([O-])(O)=O.[N+]([O-])(O)=O.[N+]([O-])(O)=O.[N+]([O-])(O)=O.[N+]([O-])(O)=O.[Ce].S([O-])([O-])(=O)=S.[Na+].[Na+], predict the reaction product. The product is: [Cl:34][C:10]1[CH:11]=[N:12][N:13]([C:14]2[CH:15]=[CH:16][C:17]([C:18]#[N:19])=[CH:20][CH:21]=2)[C:9]=1[C:6]1[C:7](=[O:8])[N:2]([CH3:1])[C:3](=[O:33])[N:4]([C:23]2[CH:28]=[CH:27][CH:26]=[C:25]([C:29]([F:30])([F:31])[F:32])[CH:24]=2)[C:5]=1[CH3:22]. (8) Given the reactants [NH2:1][C:2]1[S:3][C:4]([C:17]2[CH:22]=[CH:21][CH:20]=[C:19]([F:23])[CH:18]=2)=[C:5]([C:7]([N:9]2[C@H:14]([CH2:15][NH2:16])[CH2:13][C@H:12]3[C@@H:10]2[CH2:11]3)=[O:8])[N:6]=1.[N:24]1[C:33]2[C:28](=[CH:29][CH:30]=[CH:31][CH:32]=2)[C:27]([C:34](O)=[O:35])=[CH:26][CH:25]=1, predict the reaction product. The product is: [NH2:1][C:2]1[S:3][C:4]([C:17]2[CH:22]=[CH:21][CH:20]=[C:19]([F:23])[CH:18]=2)=[C:5]([C:7]([N:9]2[C@H:14]([CH2:15][NH:16][C:34]([C:27]3[C:28]4[C:33](=[CH:32][CH:31]=[CH:30][CH:29]=4)[N:24]=[CH:25][CH:26]=3)=[O:35])[CH2:13][C@H:12]3[C@@H:10]2[CH2:11]3)=[O:8])[N:6]=1.